From a dataset of Forward reaction prediction with 1.9M reactions from USPTO patents (1976-2016). Predict the product of the given reaction. (1) Given the reactants [F:1][C:2]1[CH:3]=[C:4]([CH:16]=[C:17]([F:19])[CH:18]=1)[CH2:5][C:6]1[CH:7]=[C:8]2[C:12](=[CH:13][CH:14]=1)[NH:11][N:10]=[C:9]2[NH2:15].[F:20][C:21]([F:32])([F:31])[C:22](O[C:22](=[O:23])[C:21]([F:32])([F:31])[F:20])=[O:23].C([O-])(O)=O.[Na+], predict the reaction product. The product is: [F:1][C:2]1[CH:3]=[C:4]([CH:16]=[C:17]([F:19])[CH:18]=1)[CH2:5][C:6]1[CH:7]=[C:8]2[C:12](=[CH:13][CH:14]=1)[NH:11][N:10]=[C:9]2[NH:15][C:22](=[O:23])[C:21]([F:32])([F:31])[F:20]. (2) Given the reactants C(OC([NH:8][C:9]1[CH:14]=[CH:13][C:12]([CH2:15][NH:16][C:17]2[C:22]([Cl:23])=[CH:21][N:20]=[C:19]([Cl:24])[N:18]=2)=[CH:11][C:10]=1[CH2:25][CH2:26][C:27]1[CH:28]=[C:29]([NH:33]C(=O)OC(C)(C)C)[CH:30]=[N:31][CH:32]=1)=O)(C)(C)C.CO.[ClH:43], predict the reaction product. The product is: [ClH:23].[ClH:43].[ClH:23].[NH2:8][C:9]1[CH:14]=[CH:13][C:12]([CH2:15][NH:16][C:17]2[C:22]([Cl:23])=[CH:21][N:20]=[C:19]([Cl:24])[N:18]=2)=[CH:11][C:10]=1[CH2:25][CH2:26][C:27]1[CH:32]=[N:31][CH:30]=[C:29]([NH2:33])[CH:28]=1.